Dataset: Full USPTO retrosynthesis dataset with 1.9M reactions from patents (1976-2016). Task: Predict the reactants needed to synthesize the given product. (1) Given the product [I:1][C:2]1[N:3]=[C:4]([CH3:7])[N:5]([CH2:18][C:19]([F:22])([F:21])[F:20])[CH:6]=1, predict the reactants needed to synthesize it. The reactants are: [I:1][C:2]1[N:3]=[C:4]([CH3:7])[NH:5][CH:6]=1.C1(C)C=CC(S(O[CH2:18][C:19]([F:22])([F:21])[F:20])(=O)=O)=CC=1.C(=O)([O-])[O-].[Cs+].[Cs+]. (2) Given the product [CH2:1]([O:8][C:9]([NH:11][CH:12]1[N:16]=[C:20]([CH:21]2[CH2:22][CH2:23][CH2:24][CH2:19][CH2:39]2)[C:36]2[CH:45]=[CH:46][CH:47]=[C:25]([CH3:26])[C:37]=2[NH:32][C:13]1=[O:15])=[O:10])[C:2]1[CH:3]=[CH:4][CH:5]=[CH:6][CH:7]=1, predict the reactants needed to synthesize it. The reactants are: [CH2:1]([O:8][C:9]([NH:11][CH:12]([N:16]1[C:20]2[CH:21]=[CH:22][CH:23]=[CH:24][C:19]=2N=N1)[C:13]([OH:15])=O)=[O:10])[C:2]1[CH:7]=[CH:6][CH:5]=[CH:4][CH:3]=1.[C:25](Cl)(=O)[C:26](Cl)=O.C[N:32]1[CH2:37][CH2:36]OCC1.N.[C:39]([O-])(=O)C.[NH4+].O1C[CH2:47][CH2:46][CH2:45]1. (3) Given the product [C:1]([Si:5]([CH3:24])([CH3:23])[O:6][CH:7]([C:17]1[CH:18]=[CH:19][CH:20]=[CH:21][CH:22]=1)[CH2:8][OH:9])([CH3:4])([CH3:3])[CH3:2], predict the reactants needed to synthesize it. The reactants are: [C:1]([Si:5]([CH3:24])([CH3:23])[O:6][C@H:7]([C:17]1[CH:22]=[CH:21][CH:20]=[CH:19][CH:18]=1)[CH2:8][O:9][Si](C(C)(C)C)(C)C)([CH3:4])([CH3:3])[CH3:2].C(=O)(O)[O-].[Na+]. (4) The reactants are: [C:1]([O:4][C:5]12[CH2:20][CH2:19][N:18]([C:21](=[O:23])[CH3:22])[CH:6]1[N:7]([C:15](=[O:17])[CH3:16])[C:8]1[C:13]2=[CH:12][C:11]([OH:14])=[CH:10][CH:9]=1)(=[O:3])[CH3:2].CN1CCOCC1.Cl[C:32]([O:34][C:35]1[CH:40]=[CH:39][C:38]([N+:41]([O-:43])=[O:42])=[CH:37][CH:36]=1)=[O:33]. Given the product [C:1]([O:4][C:5]12[CH2:20][CH2:19][N:18]([C:21](=[O:23])[CH3:22])[CH:6]1[N:7]([C:15](=[O:17])[CH3:16])[C:8]1[C:13]2=[CH:12][C:11]([O:14][C:32]([O:34][C:35]2[CH:36]=[CH:37][C:38]([N+:41]([O-:43])=[O:42])=[CH:39][CH:40]=2)=[O:33])=[CH:10][CH:9]=1)(=[O:3])[CH3:2], predict the reactants needed to synthesize it. (5) The reactants are: [BH4-].[Na+].[C:3]1([C@@H:9]2[CH2:11][C@H:10]2[NH:12][CH:13]=O)[CH:8]=[CH:7][CH:6]=[CH:5][CH:4]=1.II.CO. Given the product [CH3:13][NH:12][C@@H:10]1[CH2:11][C@H:9]1[C:3]1[CH:8]=[CH:7][CH:6]=[CH:5][CH:4]=1, predict the reactants needed to synthesize it. (6) Given the product [N:7]1[CH:8]=[CH:9][C:4]([CH2:3][N:10]2[CH:14]=[C:13]([C:15]([OH:17])=[O:16])[CH:12]=[N:11]2)=[CH:5][CH:6]=1, predict the reactants needed to synthesize it. The reactants are: Cl.Br[CH2:3][C:4]1[CH:9]=[CH:8][N:7]=[CH:6][CH:5]=1.[NH:10]1[CH:14]=[C:13]([C:15]([O:17]CC)=[O:16])[CH:12]=[N:11]1.C(=O)([O-])[O-].[Cs+].[Cs+].[OH-].[Na+]. (7) The reactants are: [CH3:1][O:2][CH2:3][C@@H:4]([NH:12][C:13](=[O:35])[C@@H:14]([NH:27]C(OC(C)(C)C)=O)[C:15]1[CH:20]=[CH:19][C:18]([C:21]2[CH:26]=[CH:25][CH:24]=[CH:23][CH:22]=2)=[CH:17][CH:16]=1)[CH2:5][C:6]1[CH:11]=[CH:10][CH:9]=[CH:8][CH:7]=1.[ClH:36]. Given the product [ClH:36].[CH3:1][O:2][CH2:3][C@@H:4]([NH:12][C:13](=[O:35])[C@@H:14]([NH2:27])[C:15]1[CH:16]=[CH:17][C:18]([C:21]2[CH:26]=[CH:25][CH:24]=[CH:23][CH:22]=2)=[CH:19][CH:20]=1)[CH2:5][C:6]1[CH:7]=[CH:8][CH:9]=[CH:10][CH:11]=1, predict the reactants needed to synthesize it.